Task: Predict which catalyst facilitates the given reaction.. Dataset: Catalyst prediction with 721,799 reactions and 888 catalyst types from USPTO (1) Reactant: C([O:4][C@@H:5]1[C@@H:10]([O:11]C(=O)C)[C@H:9]([O:15]C(=O)C)[C@@H:8]([CH2:19][O:20]C(=O)C)[O:7][C@H:6]1[N:24]1[C:28]2=[N:29][CH:30]=[CH:31][CH:32]=[C:27]2[C:26]([C:33]2[C:34](=[O:49])[N:35]([CH3:48])[C:36](=[O:47])[C:37]=2[C:38]2[C:46]3[C:41](=[N:42][CH:43]=[CH:44][CH:45]=3)[NH:40][CH:39]=2)=[CH:25]1)(=O)C.[OH-].[NH4+]. Product: [CH3:48][N:35]1[C:36](=[O:47])[C:37]([C:38]2[C:46]3[C:41](=[N:42][CH:43]=[CH:44][CH:45]=3)[NH:40][CH:39]=2)=[C:33]([C:26]2[C:27]3[C:28](=[N:29][CH:30]=[CH:31][CH:32]=3)[N:24]([C@@H:6]3[O:7][C@H:8]([CH2:19][OH:20])[C@@H:9]([OH:15])[C@H:10]([OH:11])[C@H:5]3[OH:4])[CH:25]=2)[C:34]1=[O:49]. The catalyst class is: 5. (2) Reactant: C([O:4][C@H:5]1[CH2:10][CH2:9][C@@:8]([C@H:12]2[CH2:20][CH2:19][C:18]3[C:17]([CH3:22])([CH3:21])[CH2:16][CH2:15][C:14]=3[C@@H:13]2[CH2:23][NH:24][C:25](=[O:27])[CH3:26])([CH3:11])[C@@H:7]([CH2:28][O:29]C(=O)C)[CH2:6]1)(=O)C.[OH-].[Na+]. Product: [OH:4][C@H:5]1[CH2:10][CH2:9][C@@:8]([C@H:12]2[CH2:20][CH2:19][C:18]3[C:17]([CH3:21])([CH3:22])[CH2:16][CH2:15][C:14]=3[C@@H:13]2[CH2:23][NH:24][C:25](=[O:27])[CH3:26])([CH3:11])[C@@H:7]([CH2:28][OH:29])[CH2:6]1. The catalyst class is: 5. (3) Reactant: [CH:1]1([C:4]2[N:8]([CH2:9][C:10]3[C:15]([F:16])=[CH:14][C:13]([O:17][CH2:18][CH3:19])=[CH:12][C:11]=3[F:20])[N:7]=[C:6]([C:21](OCC)=O)[C:5]=2[CH3:26])[CH2:3][CH2:2]1.Cl.[C:28]([NH:31][C:32](=[NH:34])[NH2:33])(=[NH:30])[NH2:29].C[O-].[Na+].Cl. Product: [CH:1]1([C:4]2[N:8]([CH2:9][C:10]3[C:11]([F:20])=[CH:12][C:13]([O:17][CH2:18][CH3:19])=[CH:14][C:15]=3[F:16])[N:7]=[C:6]([C:21]3[N:33]=[C:32]([NH2:34])[N:31]=[C:28]([NH2:30])[N:29]=3)[C:5]=2[CH3:26])[CH2:2][CH2:3]1. The catalyst class is: 24.